Task: Predict the product of the given reaction.. Dataset: Forward reaction prediction with 1.9M reactions from USPTO patents (1976-2016) (1) Given the reactants [Br:1][C:2]1[C:11]2[C:6](=[C:7]([CH2:12]Br)[CH:8]=[CH:9][CH:10]=2)[CH:5]=[CH:4][CH:3]=1.[CH3:14][O:15][C:16](=[O:23])[CH2:17][N:18]1[CH:22]=[CH:21][CH:20]=[CH:19]1.[Li]N([Si](C)(C)C)[Si](C)(C)C, predict the reaction product. The product is: [CH3:14][O:15][C:16](=[O:23])[CH:17]([N:18]1[CH:22]=[CH:21][CH:20]=[CH:19]1)[CH2:12][C:7]1[C:6]2[C:11](=[C:2]([Br:1])[CH:3]=[CH:4][CH:5]=2)[CH:10]=[CH:9][CH:8]=1. (2) Given the reactants [N:1]1[CH:6]=[CH:5][CH:4]=[C:3]([C:7]2[C:15]3[O:14][CH2:13][CH2:12][C:11]=3[CH:10]=[C:9]([NH:16][C:17](=[O:25])OC3C=CC=CC=3)[CH:8]=2)[CH:2]=1.[CH3:26][O:27][C:28]1[CH:29]=[C:30]2[C:34](=[CH:35][C:36]=1[C:37]([F:40])([F:39])[F:38])[NH:33][CH2:32][CH2:31]2, predict the reaction product. The product is: [N:1]1[CH:6]=[CH:5][CH:4]=[C:3]([C:7]2[C:15]3[O:14][CH2:13][CH2:12][C:11]=3[CH:10]=[C:9]([NH:16][C:17]([N:33]3[C:34]4[C:30](=[CH:29][C:28]([O:27][CH3:26])=[C:36]([C:37]([F:39])([F:40])[F:38])[CH:35]=4)[CH2:31][CH2:32]3)=[O:25])[CH:8]=2)[CH:2]=1. (3) The product is: [O:4]=[C:5]1[CH2:6][CH2:7][C@H:8]([C:10]([NH:12][C:13]2[CH2:20][CH2:19][C:16]3([CH2:18][CH2:17]3)[CH2:15][C:14]=2[C:21]([O:23][CH2:24][CH3:25])=[O:22])=[O:11])[CH2:9]1. Given the reactants CC1(C)CO[C:5]2([CH2:9][C@@H:8]([C:10]([NH:12][C:13]3[CH2:20][CH2:19][C:16]4([CH2:18][CH2:17]4)[CH2:15][C:14]=3[C:21]([O:23][CH2:24][CH3:25])=[O:22])=[O:11])[CH2:7][CH2:6]2)[O:4]C1.Cl, predict the reaction product. (4) Given the reactants C[O:2][C:3](=[O:27])[C@@H:4]([N:12]1[CH2:16][C:15]([O:17][C:18]2[CH:23]=[CH:22][CH:21]=[C:20]([Cl:24])[C:19]=2[Cl:25])=[CH:14][C:13]1=[O:26])[CH2:5][CH:6]1[CH2:11][CH2:10][CH2:9][CH2:8][CH2:7]1.[OH-].[Li+], predict the reaction product. The product is: [CH:6]1([CH2:5][C@H:4]([N:12]2[CH2:16][C:15]([O:17][C:18]3[CH:23]=[CH:22][CH:21]=[C:20]([Cl:24])[C:19]=3[Cl:25])=[CH:14][C:13]2=[O:26])[C:3]([OH:27])=[O:2])[CH2:11][CH2:10][CH2:9][CH2:8][CH2:7]1. (5) Given the reactants Cl[CH:2](Cl)[C:3]1[N:4]=[C:5]2[C:10]([C:11]([O:13][CH2:14][CH3:15])=[O:12])=[CH:9][CH:8]=[CH:7][N:6]2[CH:16]=1, predict the reaction product. The product is: [CH2:11]([O:12][CH:2]([O:13][CH2:14][CH3:15])[C:3]1[N:4]=[C:5]2[C:10]([C:11]([O:13][CH2:14][CH3:15])=[O:12])=[CH:9][CH:8]=[CH:7][N:6]2[CH:16]=1)[CH3:10]. (6) The product is: [N:32]1[C:33]2[C:28](=[CH:27][CH:26]=[C:25]([O:24][C:22]3[N:21]=[CH:20][N:19]=[C:18]([C:9]4[CH:10]=[CH:11][C:12]([C:14]([F:16])([F:15])[F:17])=[CH:13][C:8]=4[NH2:7])[CH:23]=3)[CH:34]=2)[CH:29]=[CH:30][CH:31]=1. Given the reactants C(OC(=O)[NH:7][C:8]1[CH:13]=[C:12]([C:14]([F:17])([F:16])[F:15])[CH:11]=[CH:10][C:9]=1[C:18]1[CH:23]=[C:22]([O:24][C:25]2[CH:34]=[C:33]3[C:28]([CH:29]=[CH:30][CH:31]=[N:32]3)=[CH:27][CH:26]=2)[N:21]=[CH:20][N:19]=1)(C)(C)C.FC(F)(F)C(O)=O, predict the reaction product. (7) Given the reactants [CH2:1]([O:3][C:4]([C@H:6]1[CH2:10][C:9](=[CH2:11])[CH2:8][C@@H:7]1[C:12]([O:14]CC)=[O:13])=[O:5])[CH3:2].P([O-])([O-])([O-])=O.[K+].[K+].[K+].[Na+].[Cl-].[OH-].[Na+], predict the reaction product. The product is: [CH2:1]([O:3][C:4]([C@H:6]1[CH2:10][C:9](=[CH2:11])[CH2:8][C@@H:7]1[C:12]([OH:14])=[O:13])=[O:5])[CH3:2].